From a dataset of Catalyst prediction with 721,799 reactions and 888 catalyst types from USPTO. Predict which catalyst facilitates the given reaction. (1) Reactant: C[O:2][C:3](=[O:27])[CH2:4][N:5]([C:13](=[O:26])[C@@H:14]([NH:18][C:19]([O:21][C:22]([CH3:25])([CH3:24])[CH3:23])=[O:20])[CH:15]([CH3:17])[CH3:16])[CH2:6][CH:7]1[CH2:12][CH2:11][CH2:10][CH2:9][CH2:8]1.[Li+].[OH-]. Product: [C:22]([O:21][C:19]([NH:18][C@@H:14]([CH:15]([CH3:17])[CH3:16])[C:13]([N:5]([CH2:4][C:3]([OH:27])=[O:2])[CH2:6][CH:7]1[CH2:8][CH2:9][CH2:10][CH2:11][CH2:12]1)=[O:26])=[O:20])([CH3:25])([CH3:24])[CH3:23]. The catalyst class is: 87. (2) The catalyst class is: 2. Reactant: [Cl:1][C:2]1[CH:3]=[C:4]([NH:17][C:18]2[C:23]3[C:24]4[CH2:32][CH2:31][C:30]5[C:26](=[CH:27][N:28]([CH:33]6[CH2:38][CH2:37][N:36](C(OC(C)(C)C)=O)[CH2:35][CH2:34]6)[N:29]=5)[C:25]=4[S:46][C:22]=3[N:21]=[CH:20][N:19]=2)[CH:5]=[CH:6][C:7]=1[O:8][CH2:9][C:10]1[CH:15]=[CH:14][CH:13]=[C:12]([F:16])[CH:11]=1.FC(F)(F)C(O)=O. Product: [Cl:1][C:2]1[CH:3]=[C:4]([NH:17][C:18]2[N:19]=[CH:20][N:21]=[C:22]3[S:46][C:25]4[C:26]5[C:30]([CH2:31][CH2:32][C:24]=4[C:23]=23)=[N:29][N:28]([CH:33]2[CH2:38][CH2:37][NH:36][CH2:35][CH2:34]2)[CH:27]=5)[CH:5]=[CH:6][C:7]=1[O:8][CH2:9][C:10]1[CH:15]=[CH:14][CH:13]=[C:12]([F:16])[CH:11]=1. (3) Reactant: C([O:8][N:9]1[C:13](=[O:14])[CH2:12][C@@H:11]([NH:15][S:16]([N:19]2[CH2:24][CH2:23][N:22]([C:25]3[CH:30]=[CH:29][C:28]([C:31]([F:34])([F:33])[F:32])=[CH:27][CH:26]=3)[CH2:21][CH2:20]2)(=[O:18])=[O:17])[C:10]1=[O:35])C1C=CC=CC=1. Product: [OH:8][N:9]1[C:13](=[O:14])[CH2:12][C@@H:11]([NH:15][S:16]([N:19]2[CH2:20][CH2:21][N:22]([C:25]3[CH:26]=[CH:27][C:28]([C:31]([F:34])([F:33])[F:32])=[CH:29][CH:30]=3)[CH2:23][CH2:24]2)(=[O:17])=[O:18])[C:10]1=[O:35]. The catalyst class is: 582.